Task: Predict which catalyst facilitates the given reaction.. Dataset: Catalyst prediction with 721,799 reactions and 888 catalyst types from USPTO Reactant: [C:1]1([CH3:14])[CH:6]=[C:5]([CH3:7])[CH:4]=[C:3]([CH3:8])[C:2]=1[S:9]([O:12][NH2:13])(=[O:11])=[O:10].[NH2:15][C:16]1[N:21]=[C:20]([CH3:22])[CH:19]=[C:18]([CH3:23])[N:17]=1.CO.ClCCl.CCOCC. Product: [C:1]1([CH3:14])[CH:6]=[C:5]([CH3:7])[CH:4]=[C:3]([CH3:8])[C:2]=1[S:9]([O-:12])(=[O:11])=[O:10].[NH2:13][N+:17]1[C:18]([CH3:23])=[CH:19][C:20]([CH3:22])=[N:21][C:16]=1[NH2:15]. The catalyst class is: 4.